From a dataset of Full USPTO retrosynthesis dataset with 1.9M reactions from patents (1976-2016). Predict the reactants needed to synthesize the given product. (1) Given the product [O:19]=[C:14]1[CH2:15][CH2:16][C:17](=[O:18])[N:13]1[O:10][C:9](=[O:11])[C@@H:4]([NH:3][CH:1]=[O:2])[CH2:5][CH2:6][S:7][CH3:8], predict the reactants needed to synthesize it. The reactants are: [CH:1]([NH:3][C@H:4]([C:9]([OH:11])=[O:10])[CH2:5][CH2:6][S:7][CH3:8])=[O:2].O[N:13]1[C:17](=[O:18])[CH2:16][CH2:15][C:14]1=[O:19]. (2) Given the product [C:19]([C:16]1[CH:17]=[CH:18][C:13]([C:4]2[C:5]([C:7]3[CH:12]=[CH:11][N:10]=[CH:9][N:8]=3)=[CH:6][N:2]([CH3:1])[N:3]=2)=[CH:14][CH:15]=1)#[CH:20], predict the reactants needed to synthesize it. The reactants are: [CH3:1][N:2]1[CH:6]=[C:5]([C:7]2[CH:12]=[CH:11][N:10]=[CH:9][N:8]=2)[C:4]([C:13]2[CH:18]=[CH:17][C:16]([C:19]#[C:20][Si](C)(C)C)=[CH:15][CH:14]=2)=[N:3]1.O.C(OCC)(=O)C. (3) Given the product [F:14][C:13]1[CH:12]=[CH:11][C:7]([C:8]([OH:10])=[O:9])=[CH:6][C:5]=1[SH:2], predict the reactants needed to synthesize it. The reactants are: Cl[S:2]([C:5]1[CH:6]=[C:7]([CH:11]=[CH:12][C:13]=1[F:14])[C:8]([OH:10])=[O:9])(=O)=O.Cl.O.O.[Sn](Cl)Cl. (4) The reactants are: [NH2:1][C@H:2]([C:11]([OH:13])=[O:12])[CH2:3][C:4]1[CH:9]=[CH:8][C:7]([OH:10])=[CH:6][CH:5]=1.[OH-].[Na+].CO.[CH2:18](Br)[C:19]1[CH:24]=[CH:23][CH:22]=[CH:21][CH:20]=1. Given the product [NH2:1][C@@H:2]([CH2:3][C:4]1[CH:5]=[CH:6][C:7]([O:10][CH2:18][C:19]2[CH:24]=[CH:23][CH:22]=[CH:21][CH:20]=2)=[CH:8][CH:9]=1)[C:11]([OH:13])=[O:12], predict the reactants needed to synthesize it. (5) Given the product [Cl:1][C:2]1[CH:10]=[C:9]([CH:8]=[CH:7][C:3]=1[C:4]([N:31]1[CH2:32][CH2:33][CH2:34][CH2:35][CH:30]1[CH2:29][CH2:28][N:27]([CH3:26])[CH3:36])=[O:6])[C:11]([NH:13][CH:14]([C:16]1[NH:20][C:19]2[CH:21]=[CH:22][C:23]([Cl:25])=[CH:24][C:18]=2[N:17]=1)[CH3:15])=[O:12], predict the reactants needed to synthesize it. The reactants are: [Cl:1][C:2]1[CH:10]=[C:9]([C:11]([NH:13][CH:14]([C:16]2[NH:20][C:19]3[CH:21]=[CH:22][C:23]([Cl:25])=[CH:24][C:18]=3[N:17]=2)[CH3:15])=[O:12])[CH:8]=[CH:7][C:3]=1[C:4]([OH:6])=O.[CH3:26][N:27]([CH3:36])[CH2:28][CH2:29][CH:30]1[CH2:35][CH2:34][CH2:33][CH2:32][NH:31]1.C(N(C(C)C)CC)(C)C.ClCl. (6) Given the product [NH:1]1[C:9]2[C:4](=[CH:5][CH:6]=[CH:7][CH:8]=2)[CH:3]([CH2:10][OH:11])[CH2:2]1, predict the reactants needed to synthesize it. The reactants are: [NH:1]1[C:9]2[C:4](=[CH:5][CH:6]=[CH:7][CH:8]=2)[CH:3]([C:10](OCC)=[O:11])[CH2:2]1.[H-].[Al+3].[Li+].[H-].[H-].[H-].O.